Dataset: Catalyst prediction with 721,799 reactions and 888 catalyst types from USPTO. Task: Predict which catalyst facilitates the given reaction. Reactant: [CH:1]1([O:7][CH:8]([C:12]2[CH:17]=[CH:16][C:15]([Cl:18])=[C:14]([Cl:19])[CH:13]=2)[C:9]([OH:11])=O)[CH2:6][CH2:5][CH2:4][CH:3]=[CH:2]1.CN([P+](ON1N=NC2C=CC=CC1=2)(N(C)C)N(C)C)C.F[P-](F)(F)(F)(F)F.C(N(CC)CC)C.[NH2:54][C:55]1[S:56][CH:57]=[CH:58][N:59]=1. Product: [CH:1]1([O:7][CH:8]([C:12]2[CH:17]=[CH:16][C:15]([Cl:18])=[C:14]([Cl:19])[CH:13]=2)[C:9]([NH:54][C:55]2[S:56][CH:57]=[CH:58][N:59]=2)=[O:11])[CH2:6][CH2:5][CH2:4][CH:3]=[CH:2]1. The catalyst class is: 46.